From a dataset of Reaction yield outcomes from USPTO patents with 853,638 reactions. Predict the reaction yield, written as a fraction of the theoretical maximum amount of product (1.0 means a 100% yield; for example, 0.34 means a 34% yield). (1) The reactants are [NH2:1][C:2]1[CH:11]=[CH:10][C:9]([CH2:12][NH:13][S:14]([CH3:17])(=[O:16])=[O:15])=[CH:8][C:3]=1[C:4]([O:6]C)=[O:5].O[Li].O.Cl. The catalyst is C1COCC1.O. The product is [NH2:1][C:2]1[CH:11]=[CH:10][C:9]([CH2:12][NH:13][S:14]([CH3:17])(=[O:16])=[O:15])=[CH:8][C:3]=1[C:4]([OH:6])=[O:5]. The yield is 0.820. (2) The reactants are [CH2:1]([O:8][C:9]1[CH:10]=[CH:11][C:12]([O:18][CH3:19])=[C:13]([CH:17]=1)[NH:14][CH2:15][CH3:16])[C:2]1[CH:7]=[CH:6][CH:5]=[CH:4][CH:3]=1.CCN([CH:26]([CH3:28])C)C(C)C.C(OC(=O)C)(=[O:31])C. The catalyst is C(Cl)(Cl)Cl. The product is [CH2:1]([O:8][C:9]1[CH:10]=[CH:11][C:12]([O:18][CH3:19])=[C:13]([N:14]([CH2:26][CH3:28])[C:15](=[O:31])[CH3:16])[CH:17]=1)[C:2]1[CH:3]=[CH:4][CH:5]=[CH:6][CH:7]=1. The yield is 0.880. (3) The reactants are [CH3:1][O:2][C:3]([C:5]1[CH:6]=[CH:7][C:8]([C:11]([OH:13])=O)=[N:9][CH:10]=1)=[O:4].Cl.Cl.[CH3:16][O:17][C:18]1[CH:30]=[CH:29][C:21]([CH2:22][N:23]2[CH2:28][CH2:27][CH2:26][CH2:25][CH2:24]2)=[CH:20][CH:19]=1.C([N:33](CC)CC)C.CN(C(ON1N=NC2C=CC=NC1=2)=[N+](C)C)C.F[P-](F)(F)(F)(F)F. The catalyst is CN(C)C=O. The yield is 0.840. The product is [CH3:16][O:17][C:18]1[CH:19]=[CH:20][C:21]([CH2:22][N:23]2[CH2:28][CH2:27][CH:26]([NH:33][C:11]([C:8]3[CH:7]=[CH:6][C:5]([C:3]([O:2][CH3:1])=[O:4])=[CH:10][N:9]=3)=[O:13])[CH2:25][CH2:24]2)=[CH:29][CH:30]=1.